From a dataset of Reaction yield outcomes from USPTO patents with 853,638 reactions. Predict the reaction yield, written as a fraction of the theoretical maximum amount of product (1.0 means a 100% yield; for example, 0.34 means a 34% yield). (1) The reactants are [Br:1][C:2]1[CH:7]=[CH:6][CH:5]=[C:4]([CH2:8][CH2:9][CH:10]=[CH2:11])[CH:3]=1.[OH-:12].[Na+].OO. No catalyst specified. The product is [Br:1][C:2]1[CH:3]=[C:4]([CH2:8][CH2:9][CH2:10][CH2:11][OH:12])[CH:5]=[CH:6][CH:7]=1. The yield is 0.900. (2) The reactants are [Br:1][C:2]1[CH:3]=[C:4]2[C:9](=[CH:10][CH:11]=1)[O:8][C:7](=[O:12])[CH2:6][CH:5]2[C:13]1[CH:18]=[CH:17][C:16]([Cl:19])=[CH:15][C:14]=1[Cl:20].[H-].[Al+3].[Li+].[H-].[H-].[H-].O. The catalyst is C1COCC1. The product is [Br:1][C:2]1[CH:11]=[CH:10][C:9]([OH:8])=[C:4]([CH:5]([C:13]2[CH:18]=[CH:17][C:16]([Cl:19])=[CH:15][C:14]=2[Cl:20])[CH2:6][CH2:7][OH:12])[CH:3]=1. The yield is 0.950.